The task is: Predict the reactants needed to synthesize the given product.. This data is from Full USPTO retrosynthesis dataset with 1.9M reactions from patents (1976-2016). (1) The reactants are: [F:1][C:2]1[CH:3]=[C:4]([S:8](Cl)(=[O:10])=[O:9])[CH:5]=[CH:6][CH:7]=1.[C:12]([N:15]1[C:23]2[C:18](=[CH:19][C:20]([OH:24])=[CH:21][CH:22]=2)[CH:17]=[N:16]1)(=[O:14])[CH3:13].C(N(CC)CC)C.O. Given the product [F:1][C:2]1[CH:3]=[C:4]([S:8]([O:24][C:20]2[CH:19]=[C:18]3[C:23](=[CH:22][CH:21]=2)[N:15]([C:12](=[O:14])[CH3:13])[N:16]=[CH:17]3)(=[O:10])=[O:9])[CH:5]=[CH:6][CH:7]=1, predict the reactants needed to synthesize it. (2) Given the product [C:1]12([O:11][CH2:12][CH2:13][O:14][CH2:15][CH2:16][C@H:17]([CH3:21])[C:18]([NH:33][C:32]3[CH:34]=[CH:35][C:29]([N+:26]([O-:28])=[O:27])=[C:30]([C:36]([F:37])([F:38])[F:39])[CH:31]=3)=[O:19])[CH2:2][CH:3]3[CH2:9][CH:7]([CH2:6][CH:5]([CH2:4]3)[CH2:10]1)[CH2:8]2, predict the reactants needed to synthesize it. The reactants are: [C:1]12([O:11][CH2:12][CH2:13][O:14][CH2:15][CH2:16][C@H:17]([CH3:21])[C:18](O)=[O:19])[CH2:10][CH:5]3[CH2:6][CH:7]([CH2:9][CH:3]([CH2:4]3)[CH2:2]1)[CH2:8]2.S(Cl)(Cl)=O.[N+:26]([C:29]1[CH:35]=[CH:34][C:32]([NH2:33])=[CH:31][C:30]=1[C:36]([F:39])([F:38])[F:37])([O-:28])=[O:27].